Predict the reactants needed to synthesize the given product. From a dataset of Full USPTO retrosynthesis dataset with 1.9M reactions from patents (1976-2016). Given the product [CH2:16]([O:18][C:19]([N:21]1[CH2:22][CH2:23][N:24]([CH:14]([C:35]#[N:36])[C:11]2[CH:10]=[C:9]([C:3]3[CH:4]=[C:5]([CH3:8])[CH:6]=[CH:7][C:2]=3[F:1])[O:13][N:12]=2)[CH2:25][CH2:26]1)=[O:20])[CH3:17], predict the reactants needed to synthesize it. The reactants are: [F:1][C:2]1[CH:7]=[CH:6][C:5]([CH3:8])=[CH:4][C:3]=1[C:9]1[O:13][N:12]=[C:11]([CH:14]=O)[CH:10]=1.[CH2:16]([O:18][C:19]([N:21]1[CH2:26][CH2:25][NH:24][CH2:23][CH2:22]1)=[O:20])[CH3:17].C(OP([C:35]#[N:36])(=O)OCC)C.